Dataset: Full USPTO retrosynthesis dataset with 1.9M reactions from patents (1976-2016). Task: Predict the reactants needed to synthesize the given product. (1) Given the product [Cl:1][C:2]1[CH:9]=[CH:8][C:5]([CH2:6][N:28]2[CH2:29][CH:25]3[CH2:24][N:23]([C:30]([O:32][N:41]4[C:42](=[O:43])[CH2:37][CH2:38][C:39]4=[O:40])=[O:31])[CH2:22][CH:26]3[CH2:27]2)=[C:4]([N:18]2[CH2:19][CH2:20][C:15]3([C:11](=[O:21])[NH:12][CH2:13][CH2:14]3)[CH2:16][CH2:17]2)[CH:3]=1, predict the reactants needed to synthesize it. The reactants are: [Cl:1][C:2]1[CH:9]=[CH:8][C:5]([CH:6]=O)=[C:4](F)[CH:3]=1.[C:11]1(=[O:21])[C:15]2([CH2:20][CH2:19][NH:18][CH2:17][CH2:16]2)[CH2:14][CH2:13][NH:12]1.[CH2:22]1[CH:26]2[CH2:27][NH:28][CH2:29][CH:25]2[CH2:24][N:23]1[C:30]([O:32]C(C)(C)C)=[O:31].[CH2:37]1[C:42](=[O:43])[N:41](OC(O[N:41]2[C:42](=[O:43])[CH2:37][CH2:38][C:39]2=[O:40])=O)[C:39](=[O:40])[CH2:38]1. (2) Given the product [CH2:1]([O:8][C:9]([NH:11][C:12]1[CH:13]=[CH:14][C:15]([CH2:16][C:17]2[N:22]=[C:21]([N:23]([CH3:24])[CH3:25])[C:20]([CH2:26][C:27]([OH:29])=[O:28])=[CH:19][N:18]=2)=[CH:31][CH:32]=1)=[O:10])[C:2]1[CH:3]=[CH:4][CH:5]=[CH:6][CH:7]=1, predict the reactants needed to synthesize it. The reactants are: [CH2:1]([O:8][C:9]([NH:11][C:12]1[CH:32]=[CH:31][C:15]([CH2:16][C:17]2[N:22]=[C:21]([N:23]([CH3:25])[CH3:24])[C:20]([CH2:26][C:27]([O:29]C)=[O:28])=[CH:19][N:18]=2)=[CH:14][CH:13]=1)=[O:10])[C:2]1[CH:7]=[CH:6][CH:5]=[CH:4][CH:3]=1.[OH-].[Na+]. (3) Given the product [CH:27]1([CH2:33][O:34][C:2]2[CH:7]=[C:6]([F:8])[CH:5]=[CH:4][C:3]=2[C:9]2[N:14]=[CH:13][N:12]=[C:11]([NH:15][C:16]3[CH:21]=[CH:20][CH:19]=[C:18]([CH2:22][S:23]([CH3:26])(=[O:25])=[O:24])[CH:17]=3)[N:10]=2)[CH2:32][CH2:31][CH2:30][CH2:29][CH2:28]1, predict the reactants needed to synthesize it. The reactants are: F[C:2]1[CH:7]=[C:6]([F:8])[CH:5]=[CH:4][C:3]=1[C:9]1[N:14]=[CH:13][N:12]=[C:11]([NH:15][C:16]2[CH:21]=[CH:20][CH:19]=[C:18]([CH2:22][S:23]([CH3:26])(=[O:25])=[O:24])[CH:17]=2)[N:10]=1.[CH:27]1([CH2:33][OH:34])[CH2:32][CH2:31][CH2:30][CH2:29][CH2:28]1. (4) Given the product [Cl:1][C:2]1[CH:3]=[C:4]([O:26][CH3:27])[C:5]([O:8][CH:9]2[CH2:14][CH2:13][N:12]([S:15]([C:18]3[C:22]([CH3:23])=[N:21][NH:20][C:19]=3[CH3:25])(=[O:17])=[O:16])[CH2:11][CH2:10]2)=[N:6][CH:7]=1, predict the reactants needed to synthesize it. The reactants are: [Cl:1][C:2]1[CH:3]=[C:4]([O:26][CH3:27])[C:5]([O:8][CH:9]2[CH2:14][CH2:13][N:12]([S:15]([C:18]3[C:19]([CH3:25])=[N:20][N:21](C)[C:22]=3[CH3:23])(=[O:17])=[O:16])[CH2:11][CH2:10]2)=[N:6][CH:7]=1.ClC1C=C(C=CC=1Cl)NCC1CCN(S(C2C(C)=NN(C)C=2C)(=O)=O)CC1. (5) Given the product [O:11]=[C:12]1[CH2:16][N:15]([C:17]([O:19][C:20]([CH3:21])([CH3:22])[CH3:23])=[O:18])[C@H:14]([C:24]([O:26][CH3:27])=[O:25])[CH2:13]1, predict the reactants needed to synthesize it. The reactants are: C(Cl)(C(Cl)=O)=O.CS(C)=O.[OH:11][C@H:12]1[CH2:16][N:15]([C:17]([O:19][C:20]([CH3:23])([CH3:22])[CH3:21])=[O:18])[C@H:14]([C:24]([O:26][CH3:27])=[O:25])[CH2:13]1.C(N(CC)CC)C.